Task: Predict the product of the given reaction.. Dataset: Forward reaction prediction with 1.9M reactions from USPTO patents (1976-2016) (1) Given the reactants [CH3:1][CH:2]([CH3:59])[C@H:3]([NH:54][C:55](=[O:58])[O:56][CH3:57])[C:4]([N:6]1[CH2:10][CH2:9][CH2:8][C@H:7]1[C:11]1[NH:12][CH:13]=[C:14]([C:16]2[CH:21]=[CH:20][C:19]([C:22]3[CH:27]=[CH:26][C:25]([C:28]4[N:29]=[C:30]([CH:33]5[CH2:37][C:36]6([CH2:42][CH2:41][NH:40][CH2:39][CH2:38]6)[CH2:35][N:34]5[C:43](=[O:53])[C@@H:44]([NH:48][C:49]([O:51][CH3:52])=[O:50])[CH:45]([CH3:47])[CH3:46])[NH:31][CH:32]=4)=[CH:24][CH:23]=3)=[CH:18][CH:17]=2)[N:15]=1)=[O:5].C(N(CC)CC)C.[C:67](Cl)(=[O:69])C.[C:71](=O)([O-])[O-:72].[K+].[K+], predict the reaction product. The product is: [CH3:52][O:51][C:49]([NH:48][C@H:44]([C:43]([N:34]1[CH:33]([C:30]2[NH:31][CH:32]=[C:28]([C:25]3[CH:24]=[CH:23][C:22]([C:19]4[CH:20]=[CH:21][C:16]([C:14]5[N:15]=[C:11]([C@@H:7]6[CH2:8][CH2:9][CH2:10][N:6]6[C:4](=[O:5])[C@H:3]([CH:2]([CH3:59])[CH3:1])[NH:54][C:55]([O:56][CH3:57])=[O:58])[NH:12][CH:13]=5)=[CH:17][CH:18]=4)=[CH:27][CH:26]=3)[N:29]=2)[CH2:37][C:36]2([CH2:38][CH2:39][N:40]([C:71]([O:69][CH3:67])=[O:72])[CH2:41][CH2:42]2)[CH2:35]1)=[O:53])[CH:45]([CH3:46])[CH3:47])=[O:50]. (2) Given the reactants [NH:1]1[CH2:9][CH2:8][NH:7][CH2:6][CH2:5][NH:4][CH2:3][CH2:2]1.[CH2:10]([O:12][C:13]([C:15]1[CH:20]=[C:19]([C:21]2[C:26]([O:27][CH3:28])=[CH:25][C:24]([O:29][CH3:30])=[CH:23][C:22]=2[O:31][CH3:32])[CH:18]=[C:17]([CH2:33]Br)[N:16]=1)=[O:14])[CH3:11], predict the reaction product. The product is: [CH2:10]([O:12][C:13]([C:15]1[N:16]=[C:17]([CH2:33][N:1]2[CH2:9][CH2:8][N:7]([CH2:33][C:17]3[CH:18]=[C:19]([C:21]4[C:22]([O:31][CH3:32])=[CH:23][C:24]([O:29][CH3:30])=[CH:25][C:26]=4[O:27][CH3:28])[CH:20]=[C:15]([C:13]([O:12][CH2:10][CH3:11])=[O:14])[N:16]=3)[CH2:6][CH2:5][N:4]([CH2:33][C:17]3[N:16]=[C:15]([C:13]([O:12][CH2:10][CH3:11])=[O:14])[CH:20]=[C:19]([C:21]4[C:26]([O:27][CH3:28])=[CH:25][C:24]([O:29][CH3:30])=[CH:23][C:22]=4[O:31][CH3:32])[CH:18]=3)[CH2:3][CH2:2]2)[CH:18]=[C:19]([C:21]2[C:26]([O:27][CH3:28])=[CH:25][C:24]([O:29][CH3:30])=[CH:23][C:22]=2[O:31][CH3:32])[CH:20]=1)=[O:14])[CH3:11]. (3) Given the reactants C1(C2CCC3C(=CC=C(O)C=3)O2)C=CC=CC=1.[CH3:18][O:19][C:20]1[CH:28]=[C:27]2[C:23]([CH2:24][CH:25]([C:30]3[CH:35]=[CH:34][CH:33]=[CH:32][CH:31]=3)[C:26]2=O)=[CH:22][CH:21]=1, predict the reaction product. The product is: [CH3:18][O:19][C:20]1[CH:28]=[C:27]2[C:23](=[CH:22][CH:21]=1)[CH2:24][CH:25]([C:30]1[CH:35]=[CH:34][CH:33]=[CH:32][CH:31]=1)[CH2:26]2. (4) Given the reactants [NH2:1][C@H:2]([C:4]1[CH:9]=[CH:8][C:7]([C:10]2[C:11]3[C:12]4[CH:24]=[CH:23][S:22][C:13]=4[C:14](=[O:21])[NH:15][C:16]=3[CH:17]=[CH:18][C:19]=2[OH:20])=[CH:6][CH:5]=1)[CH3:3].[CH3:25][S:26](Cl)(=[O:28])=[O:27], predict the reaction product. The product is: [OH:20][C:19]1[CH:18]=[CH:17][C:16]2[NH:15][C:14](=[O:21])[C:13]3[S:22][CH:23]=[CH:24][C:12]=3[C:11]=2[C:10]=1[C:7]1[CH:6]=[CH:5][C:4]([C@@H:2]([NH:1][S:26]([CH3:25])(=[O:28])=[O:27])[CH3:3])=[CH:9][CH:8]=1. (5) Given the reactants [OH:1][C:2]1[CH:10]=[CH:9][CH:8]=[C:7]2[C:3]=1[CH:4]=[CH:5][NH:6]2.C([O:13][C:14](=O)[C:15]([C:27]#[N:28])=[CH:16][C:17]1[CH:22]=[C:21]([O:23][CH3:24])[CH:20]=[CH:19][C:18]=1[O:25][CH3:26])C, predict the reaction product. The product is: [C:27]([CH:15]1[C:16]([C:17]2[CH:22]=[C:21]([O:23][CH3:24])[CH:20]=[CH:19][C:18]=2[O:25][CH3:26])=[C:10]2[C:2](=[C:3]3[CH:4]=[CH:5][N:6]=[C:7]3[CH:8]=[CH:9]2)[O:1][C:14]1=[O:13])#[N:28]. (6) Given the reactants Cl.Cl.[Cl:3][C:4]1[CH:9]=[CH:8][C:7]([N:10]2[CH2:15][CH2:14][NH:13][CH2:12][CH2:11]2)=[CH:6][CH:5]=1.C(N(CC)CC)C.[Cl:23][CH2:24][CH2:25][C:26](Cl)=[O:27], predict the reaction product. The product is: [Cl:23][CH2:24][CH2:25][C:26]([N:13]1[CH2:14][CH2:15][N:10]([C:7]2[CH:6]=[CH:5][C:4]([Cl:3])=[CH:9][CH:8]=2)[CH2:11][CH2:12]1)=[O:27]. (7) Given the reactants O[CH2:2][C:3]1[CH:8]=[CH:7][C:6](/[CH:9]=[CH:10]/[C:11]2[CH:16]=[CH:15][C:14]([O:17][CH2:18][CH2:19][CH2:20][CH2:21][CH2:22][CH3:23])=[CH:13][CH:12]=2)=[CH:5][CH:4]=1.S(Cl)([Cl:26])=O.O, predict the reaction product. The product is: [Cl:26][CH2:2][C:3]1[CH:8]=[CH:7][C:6](/[CH:9]=[CH:10]/[C:11]2[CH:16]=[CH:15][C:14]([O:17][CH2:18][CH2:19][CH2:20][CH2:21][CH2:22][CH3:23])=[CH:13][CH:12]=2)=[CH:5][CH:4]=1. (8) Given the reactants [H-].[H-].[H-].[H-].[Li+].[Al+3].[CH3:7][O:8][C:9]1[CH:10]=[C:11]2[C:16](=[CH:17][C:18]=1[O:19][CH3:20])[CH2:15][N:14]([C:21]([CH:23]1[CH2:28][CH2:27][NH:26][CH2:25][CH2:24]1)=O)[CH2:13][CH2:12]2.O.[OH-].[Na+], predict the reaction product. The product is: [CH3:7][O:8][C:9]1[CH:10]=[C:11]2[C:16](=[CH:17][C:18]=1[O:19][CH3:20])[CH2:15][N:14]([CH2:21][CH:23]1[CH2:28][CH2:27][NH:26][CH2:25][CH2:24]1)[CH2:13][CH2:12]2.